From a dataset of CYP2D6 inhibition data for predicting drug metabolism from PubChem BioAssay. Regression/Classification. Given a drug SMILES string, predict its absorption, distribution, metabolism, or excretion properties. Task type varies by dataset: regression for continuous measurements (e.g., permeability, clearance, half-life) or binary classification for categorical outcomes (e.g., BBB penetration, CYP inhibition). Dataset: cyp2d6_veith. (1) The compound is CN(C(=O)Cc1ccc(Cl)c(Cl)c1)[C@H](CN1CCCC1)c1ccccc1. The result is 1 (inhibitor). (2) The molecule is O=C(O)Cc1cnc[nH]1. The result is 0 (non-inhibitor).